From a dataset of Forward reaction prediction with 1.9M reactions from USPTO patents (1976-2016). Predict the product of the given reaction. (1) Given the reactants [CH3:1][O:2][C:3]1[CH:10]=[CH:9][C:8]([N+:11]([O-:13])=[O:12])=[CH:7][C:4]=1[CH:5]=O.[CH3:14][N:15]1[CH2:20][CH2:19][NH:18][CH2:17][CH2:16]1.C([BH3-])#N.[Na+].[OH-].[Na+], predict the reaction product. The product is: [CH3:1][O:2][C:3]1[CH:10]=[CH:9][C:8]([N+:11]([O-:13])=[O:12])=[CH:7][C:4]=1[CH2:5][N:18]1[CH2:19][CH2:20][N:15]([CH3:14])[CH2:16][CH2:17]1. (2) Given the reactants FC1[CH:24]=[CH:23][C:5]([CH2:6][N:7]2[CH2:11][CH2:10][N:9]([C:12]3[CH:13]=[C:14]([CH:19]=[CH:20][N:21]=3)[C:15]([O:17]C)=O)[C:8]2=[O:22])=CC=1.C1(CN2CCN(C3C=C(C=CN=3)C(OC)=O)C2=O)CC1.[F:45][C:46]1[CH:47]=[C:48]([CH:51]=[CH:52][C:53]=1[F:54])[CH2:49][NH2:50], predict the reaction product. The product is: [CH:5]1([CH2:6][N:7]2[CH2:11][CH2:10][N:9]([C:12]3[CH:13]=[C:14]([CH:19]=[CH:20][N:21]=3)[C:15]([NH:50][CH2:49][C:48]3[CH:51]=[CH:52][C:53]([F:54])=[C:46]([F:45])[CH:47]=3)=[O:17])[C:8]2=[O:22])[CH2:23][CH2:24]1.